The task is: Predict the reaction yield, written as a fraction of the theoretical maximum amount of product (1.0 means a 100% yield; for example, 0.34 means a 34% yield).. This data is from Reaction yield outcomes from USPTO patents with 853,638 reactions. (1) The reactants are Cl.[NH2:2][C@@H:3]1[C:11]2[C:6](=[C:7]([C:12]3[N:16]=[C:15]([C:17]4[CH:18]=[CH:19][C:20]([O:25][CH:26]([CH3:28])[CH3:27])=[C:21]([CH:24]=4)[C:22]#[N:23])[O:14][N:13]=3)[CH:8]=[CH:9][CH:10]=2)[CH2:5][CH2:4]1.[C:29](Cl)(=[O:31])[CH3:30]. The catalyst is C(Cl)Cl. The product is [C:22]([C:21]1[CH:24]=[C:17]([C:15]2[O:14][N:13]=[C:12]([C:7]3[CH:8]=[CH:9][CH:10]=[C:11]4[C:6]=3[CH2:5][CH2:4][C@@H:3]4[NH:2][C:29](=[O:31])[CH3:30])[N:16]=2)[CH:18]=[CH:19][C:20]=1[O:25][CH:26]([CH3:28])[CH3:27])#[N:23]. The yield is 0.830. (2) The reactants are [CH3:1][O:2][C:3]1[CH:11]=[C:10]([CH3:12])[CH:9]=[CH:8][C:4]=1[C:5](O)=O.CCN=C=NCCCN(C)C.[NH2:24][NH:25][C:26]([NH2:28])=[S:27]. The catalyst is N1C=CC=CC=1. The product is [CH3:1][O:2][C:3]1[CH:11]=[C:10]([CH3:12])[CH:9]=[CH:8][C:4]=1[C:5]1[NH:28][C:26](=[S:27])[NH:25][N:24]=1. The yield is 0.470. (3) The reactants are [O:1]=[C:2]1[CH:7]=[CH:6][N:5]([C:8]2[CH:13]=[CH:12][CH:11]=[C:10]([C:14]([F:17])([F:16])[F:15])[CH:9]=2)[N:4]=[C:3]1[CH:18]=O.[CH3:20][NH2:21].[CH2:22]=[N:23][CH:24](S(C1C=CC(C)=CC=1)(=O)=O)[C:25]1[CH:30]=[CH:29][CH:28]=[CH:27][CH:26]=1.C([O-])([O-])=O.[K+].[K+]. The catalyst is CN(C=O)C.O. The product is [CH3:20][N:21]1[C:18]([C:3]2[C:2](=[O:1])[CH:7]=[CH:6][N:5]([C:8]3[CH:13]=[CH:12][CH:11]=[C:10]([C:14]([F:17])([F:16])[F:15])[CH:9]=3)[N:4]=2)=[C:24]([C:25]2[CH:30]=[CH:29][CH:28]=[CH:27][CH:26]=2)[N:23]=[CH:22]1. The yield is 0.760. (4) The reactants are [H-].[Na+].[Cl:3][C:4]1[C:13]2[C:8](=[CH:9][CH:10]=[CH:11][CH:12]=2)[C:7]([OH:14])=[CH:6][N:5]=1.[CH2:15](Br)[CH:16]=[CH2:17]. The catalyst is CN(C=O)C.C(OCC)(=O)C. The product is [CH2:17]([O:14][C:7]1[C:8]2[C:13](=[CH:12][CH:11]=[CH:10][CH:9]=2)[C:4]([Cl:3])=[N:5][CH:6]=1)[CH:16]=[CH2:15]. The yield is 0.830. (5) The reactants are [C:1]1([C:7]2[CH:12]=[C:11](/[CH:13]=[CH:14]/[CH2:15][OH:16])[CH:10]=[C:9]([C:17]3[CH:22]=[CH:21][CH:20]=[CH:19][CH:18]=3)[CH:8]=2)[CH:6]=[CH:5][CH:4]=[CH:3][CH:2]=1.[CH2:23]([O:25][C@@H:26]([CH2:32][C:33]1[CH:38]=[CH:37][C:36](O)=[CH:35][CH:34]=1)[C:27]([O:29][CH2:30][CH3:31])=[O:28])[CH3:24]. No catalyst specified. The product is [CH2:23]([O:25][C@@H:26]([CH2:32][C:33]1[CH:34]=[CH:35][C:36]([O:16][CH2:15]/[CH:14]=[CH:13]/[C:11]2[CH:12]=[C:7]([C:1]3[CH:2]=[CH:3][CH:4]=[CH:5][CH:6]=3)[CH:8]=[C:9]([C:17]3[CH:18]=[CH:19][CH:20]=[CH:21][CH:22]=3)[CH:10]=2)=[CH:37][CH:38]=1)[C:27]([O:29][CH2:30][CH3:31])=[O:28])[CH3:24]. The yield is 0.800.